This data is from Catalyst prediction with 721,799 reactions and 888 catalyst types from USPTO. The task is: Predict which catalyst facilitates the given reaction. (1) Reactant: [N+:1]([C:4]1[CH:5]=[CH:6][C:7]2[NH:12][C:11](=[O:13])[CH2:10][O:9][C:8]=2[CH:14]=1)([O-:3])=[O:2].C(=O)([O-])[O-].[K+].[K+].I[CH2:22][CH3:23].O. Product: [CH2:22]([N:12]1[C:11](=[O:13])[CH2:10][O:9][C:8]2[CH:14]=[C:4]([N+:1]([O-:3])=[O:2])[CH:5]=[CH:6][C:7]1=2)[CH3:23]. The catalyst class is: 3. (2) Reactant: [O:1]1[C:5]2[CH:6]=[CH:7][C:8]([C:10]3[S:11][CH:12]=[C:13]([C:15]([OH:17])=O)[N:14]=3)=[CH:9][C:4]=2[CH2:3][CH2:2]1.[CH2:18]([S:25][C:26]1[N:30]=[C:29]([NH2:31])[NH:28][N:27]=1)[C:19]1[CH:24]=[CH:23][CH:22]=[CH:21][CH:20]=1.F[P-](F)(F)(F)(F)F.N1(OC(N(C)C)=[N+](C)C)C2C=CC=CC=2N=N1. Product: [CH2:18]([S:25][C:26]1[N:30]=[C:29]([NH:31][C:15]([C:13]2[N:14]=[C:10]([C:8]3[CH:7]=[CH:6][C:5]4[O:1][CH2:2][CH2:3][C:4]=4[CH:9]=3)[S:11][CH:12]=2)=[O:17])[NH:28][N:27]=1)[C:19]1[CH:20]=[CH:21][CH:22]=[CH:23][CH:24]=1. The catalyst class is: 17. (3) The catalyst class is: 4. Reactant: [CH3:1][O:2][C:3]([C:5]1[CH:6]=[CH:7][C:8]([C:11]2[CH:28]=[CH:27][C:14]3[CH2:15][CH2:16][N:17](C(OC(C)(C)C)=O)[CH2:18][CH2:19][C:13]=3[CH:12]=2)=[N:9][CH:10]=1)=[O:4].FC(F)(F)C(O)=O. Product: [CH2:15]1[C:14]2[CH:27]=[CH:28][C:11]([C:8]3[N:9]=[CH:10][C:5]([C:3]([O:2][CH3:1])=[O:4])=[CH:6][CH:7]=3)=[CH:12][C:13]=2[CH2:19][CH2:18][NH:17][CH2:16]1. (4) Reactant: [O:1]=[C:2]1[CH2:7][CH2:6][CH:5]([CH2:8][NH:9][C:10](=[O:19])[O:11][CH2:12][C:13]2[CH:18]=[CH:17][CH:16]=[CH:15][CH:14]=2)[CH2:4][CH2:3]1.C[Mg]Br.O1CC[CH2:25][CH2:24]1. Product: [CH2:24]([C:2]1([OH:1])[CH2:7][CH2:6][CH:5]([CH2:8][NH:9][C:10](=[O:19])[O:11][CH2:12][C:13]2[CH:14]=[CH:15][CH:16]=[CH:17][CH:18]=2)[CH2:4][CH2:3]1)[CH3:25]. The catalyst class is: 28.